This data is from Reaction yield outcomes from USPTO patents with 853,638 reactions. The task is: Predict the reaction yield, written as a fraction of the theoretical maximum amount of product (1.0 means a 100% yield; for example, 0.34 means a 34% yield). (1) The reactants are [CH:1]([N:4]1[CH2:9][CH2:8][N:7]([C:10]([C:12]2[CH:13]=[C:14]3[C:18](=[CH:19][CH:20]=2)[NH:17][C:16]([C:21]([N:23]2[CH2:28][CH2:27][N:26]([S:29]([N:32]4[CH2:37][CH2:36][CH2:35][CH2:34][CH2:33]4)(=[O:31])=[O:30])[CH2:25][CH2:24]2)=[O:22])=[CH:15]3)=[O:11])[CH2:6][CH2:5]1)([CH3:3])[CH3:2].[H-].[Na+].[CH:40]1([CH2:43]Br)[CH2:42][CH2:41]1.[Cl-].[NH4+]. The yield is 0.910. The catalyst is CN(C)C=O. The product is [CH:40]1([CH2:43][N:17]2[C:18]3[C:14](=[CH:13][C:12]([C:10]([N:7]4[CH2:8][CH2:9][N:4]([CH:1]([CH3:3])[CH3:2])[CH2:5][CH2:6]4)=[O:11])=[CH:20][CH:19]=3)[CH:15]=[C:16]2[C:21]([N:23]2[CH2:28][CH2:27][N:26]([S:29]([N:32]3[CH2:37][CH2:36][CH2:35][CH2:34][CH2:33]3)(=[O:31])=[O:30])[CH2:25][CH2:24]2)=[O:22])[CH2:42][CH2:41]1. (2) The reactants are [C:1]([O:5][C:6]([N:8]1[CH2:13][CH2:12][N:11]([C:14]2[CH:15]=[CH:16][CH:17]=[C:18]3[C:23]=2[N:22]=[CH:21][C:20](I)=[CH:19]3)[CH2:10][CH2:9]1)=[O:7])([CH3:4])([CH3:3])[CH3:2].CC1(C)C2C=CC=C(P(C3C=CC=CC=3)C3C=CC=CC=3)C=2OC2C1=CC=CC=2P(C1C=CC=CC=1)C1C=CC=CC=1.CC(C)([O-])C.[Na+].C(=[NH:86])(C1C=CC=CC=1)C1C=CC=CC=1.[Cl-].[Na+].C([O-])(O)=O.[Na+]. The catalyst is C1(C)C=CC=CC=1.C1COCC1.Cl.C1C=CC(/C=C/C(/C=C/C2C=CC=CC=2)=O)=CC=1.C1C=CC(/C=C/C(/C=C/C2C=CC=CC=2)=O)=CC=1.C1C=CC(/C=C/C(/C=C/C2C=CC=CC=2)=O)=CC=1.[Pd].[Pd].O. The product is [C:1]([O:5][C:6]([N:8]1[CH2:13][CH2:12][N:11]([C:14]2[CH:15]=[CH:16][CH:17]=[C:18]3[C:23]=2[N:22]=[CH:21][C:20]([NH2:86])=[CH:19]3)[CH2:10][CH2:9]1)=[O:7])([CH3:4])([CH3:3])[CH3:2]. The yield is 0.445. (3) The reactants are [Cl-].O[NH3+:3].[C:4](=[O:7])([O-])[OH:5].[Na+].CS(C)=O.[O:13]1[C:17]2[CH:18]=[CH:19][C:20]([C:22]3[C:27](=[O:28])[N:26]([CH2:29][C:30]4[CH:35]=[CH:34][C:33]([C:36]5[C:37]([C:42]#[N:43])=[CH:38][CH:39]=[CH:40][CH:41]=5)=[CH:32][CH:31]=4)[C:25]([CH2:44][CH2:45][CH3:46])=[N:24][C:23]=3[CH2:47][CH3:48])=[CH:21][C:16]=2[CH2:15][CH2:14]1. The catalyst is O. The product is [O:13]1[C:17]2[CH:18]=[CH:19][C:20]([C:22]3[C:27](=[O:28])[N:26]([CH2:29][C:30]4[CH:35]=[CH:34][C:33]([C:36]5[CH:41]=[CH:40][CH:39]=[CH:38][C:37]=5[C:42]5[NH:3][C:4](=[O:7])[O:5][N:43]=5)=[CH:32][CH:31]=4)[C:25]([CH2:44][CH2:45][CH3:46])=[N:24][C:23]=3[CH2:47][CH3:48])=[CH:21][C:16]=2[CH2:15][CH2:14]1. The yield is 0.650. (4) The reactants are [F:1][C:2]1[CH:7]=[CH:6][C:5]([C@:8]2([CH2:27][CH2:28][CH2:29][OH:30])[O:13][C:12](=[O:14])[N:11]([C@H:15]([C:17]3[CH:26]=[CH:25][C:20]([C:21](OC)=[O:22])=[CH:19][CH:18]=3)[CH3:16])[CH2:10][CH2:9]2)=[CH:4][CH:3]=1.[H-].[H-].[H-].[H-].[Li+].[Al+3]. The catalyst is C1COCC1. The product is [F:1][C:2]1[CH:7]=[CH:6][C:5]([C@:8]2([CH2:27][CH2:28][CH2:29][OH:30])[O:13][C:12](=[O:14])[N:11]([C@H:15]([C:17]3[CH:18]=[CH:19][C:20]([CH2:21][OH:22])=[CH:25][CH:26]=3)[CH3:16])[CH2:10][CH2:9]2)=[CH:4][CH:3]=1. The yield is 0.320. (5) The product is [CH3:22][C@@H:12]([CH2:13][CH2:14][CH2:15][C:16]1[CH:17]=[CH:18][CH:19]=[CH:20][CH:21]=1)[C:11]([OH:23])=[O:25]. The catalyst is O1CCOCC1. The yield is 1.00. The reactants are OC[C@H](N[C:11](=[O:23])[C@@H:12]([CH3:22])[CH2:13][CH2:14][CH2:15][C:16]1[CH:21]=[CH:20][CH:19]=[CH:18][CH:17]=1)C1C=CC=CC=1.S(=O)(=O)(O)[OH:25]. (6) The reactants are C[O:2][C:3](=[O:23])[CH:4]([C:12]1[CH:17]=[CH:16][C:15]([S:18]([CH3:21])(=[O:20])=[O:19])=[C:14]([Cl:22])[CH:13]=1)[CH2:5][CH:6]1[CH2:10][CH2:9][C:8](=[O:11])[CH2:7]1.[OH-].[Na+]. The catalyst is CO. The yield is 0.820. The product is [Cl:22][C:14]1[CH:13]=[C:12]([CH:4]([CH2:5][CH:6]2[CH2:10][CH2:9][C:8](=[O:11])[CH2:7]2)[C:3]([OH:23])=[O:2])[CH:17]=[CH:16][C:15]=1[S:18]([CH3:21])(=[O:20])=[O:19]. (7) The reactants are C[O:2][C:3](=[O:43])[C:4]1[CH:9]=[CH:8][C:7]([O:10][C:11]2[CH:16]=[CH:15][C:14]([CH2:17][C@H:18]([NH:34][C:35](=[O:42])[CH2:36][CH2:37][CH2:38][C:39]([OH:41])=O)[C:19]3[N:20]([CH2:32][CH3:33])[CH:21]=[C:22]([C:24]4[CH:29]=[CH:28][C:27]([Cl:30])=[CH:26][C:25]=4[Cl:31])[N:23]=3)=[CH:13][CH:12]=2)=[CH:6][CH:5]=1.[CH2:44]([NH2:51])[C:45]1[CH:50]=[CH:49][CH:48]=[CH:47][CH:46]=1. No catalyst specified. The product is [CH2:44]([NH:51][C:39]([CH2:38][CH2:37][CH2:36][C:35]([NH:34][C@H:18]([C:19]1[N:20]([CH2:32][CH3:33])[CH:21]=[C:22]([C:24]2[CH:29]=[CH:28][C:27]([Cl:30])=[CH:26][C:25]=2[Cl:31])[N:23]=1)[CH2:17][C:14]1[CH:13]=[CH:12][C:11]([O:10][C:7]2[CH:6]=[CH:5][C:4]([C:3]([OH:2])=[O:43])=[CH:9][CH:8]=2)=[CH:16][CH:15]=1)=[O:42])=[O:41])[C:45]1[CH:50]=[CH:49][CH:48]=[CH:47][CH:46]=1. The yield is 0.760. (8) The reactants are Cl[C:2]1[N:7]=[CH:6][C:5]([C@@H:8]([OH:33])[CH2:9][NH:10][CH2:11][CH2:12][O:13][C:14]2[CH:19]=[CH:18][C:17]([C:20]3[N:21]=[C:22]([CH2:25][C:26]([N:28]4[CH2:32][CH2:31][CH2:30][CH2:29]4)=[O:27])[O:23][CH:24]=3)=[CH:16][CH:15]=2)=[CH:4][CH:3]=1.C([O-])=O.[NH4+]. The catalyst is CO.C(OCC)C.[Pd]. The product is [OH:33][C@H:8]([C:5]1[CH:6]=[N:7][CH:2]=[CH:3][CH:4]=1)[CH2:9][NH:10][CH2:11][CH2:12][O:13][C:14]1[CH:15]=[CH:16][C:17]([C:20]2[N:21]=[C:22]([CH2:25][C:26]([N:28]3[CH2:32][CH2:31][CH2:30][CH2:29]3)=[O:27])[O:23][CH:24]=2)=[CH:18][CH:19]=1. The yield is 0.590. (9) The reactants are [C:1]([O:5][C:6]([N:8]1[CH2:13][CH2:12][C:11]([CH:20]2[CH2:25][CH2:24][CH2:23][CH2:22][CH2:21]2)([CH2:14]OS(C)(=O)=O)[CH2:10][CH2:9]1)=[O:7])([CH3:4])([CH3:3])[CH3:2].N1C=[CH:29][N:28]=[N:27]1.[Na].[CH3:32][N:33](C)C=O. No catalyst specified. The product is [C:1]([O:5][C:6]([N:8]1[CH2:13][CH2:12][C:11]([CH:20]2[CH2:25][CH2:24][CH2:23][CH2:22][CH2:21]2)([CH2:14][N:28]2[CH:29]=[N:33][CH:32]=[N:27]2)[CH2:10][CH2:9]1)=[O:7])([CH3:4])([CH3:3])[CH3:2]. The yield is 0.797.